This data is from Experimentally validated miRNA-target interactions with 360,000+ pairs, plus equal number of negative samples. The task is: Binary Classification. Given a miRNA mature sequence and a target amino acid sequence, predict their likelihood of interaction. (1) The miRNA is mmu-miR-876-3p with sequence UAGUGGUUUACAAAGUAAUUCA. The protein sequence of the target gene is MQSCARAWGLRLGRGVGGGRRLAGGSGPCWAPRSRDSSSGGGDSAAAGASRLLERLLPRHDDFARRHIGPGDKDQREMLQTLGLASIDELIEKTVPANIRLKRPLKMEDPVCENEILATLHAISSKNQIWRSYIGMGYYNCSVPQTILRNLLENSGWITQYTPYQPEVSQGRLESLLNYQTMVCDITGLDMANASLLDEGTAAAEALQLCYRHNKRRKFLVDPRCHPQTIAVVQTRAKYTGVLTELKLPCEMDFSGKDVSGVLFQYPDTEGKVEDFTELVERAHQSGSLACCATDLLALC.... Result: 0 (no interaction). (2) The miRNA is hsa-miR-3150a-3p with sequence CUGGGGAGAUCCUCGAGGUUGG. The protein sequence of the target gene is MADFGISAGQFVAVVWDKSSPVEALKGLVDKLQALTGNEGRVSVENIKQLLQSAHKESSFDIILSGLVPGSTTLHSAEILAEIARILRPGGCLFLKEPVETAVDNNSKVKTASKLCSALTLSGLVEVKELQREPLTPEEVQSVREHLGHESDNLLFVQITGKKPNFEVGSSRQLKLSITKKSSPSVKPAVDPAAAKLWTLSANDMEDDSMDLIDSDELLDPEDLKKPDPASLRAASCGEGKKRKACKNCTCGLAEELEKEKSREQMSSQPKSACGNCYLGDAFRCASCPYLGMPAFKPGE.... Result: 1 (interaction). (3) The miRNA is rno-miR-30c-1-3p with sequence CUGGGAGAGGGUUGUUUACUCC. The protein sequence of the target gene is MGRKLDPTKEKRGPGRKARKQKGAETELVRFLPAVSDENSKRLSSRARKRAAKRRLGSVEAPKTNKSPEAKPLPGKLPKGISAGAVQTAGKKGPQSLFNAPRGKKRPAPGSDEEEEEEDSEEDGMVNHGDLWGSEDDADTVDDYGADSNSEDEEEGEALLPIERAARKQKAREAAAGIQWSEEETEDEEEEKEVTPESGPPKVEEADGGLQINVDEEPFVLPPAGEMEQDAQAPDLQRVHKRIQDIVGILRDFGAQREEGRSRSEYLNRLKKDLAIYYSYGDFLLGKLMDLFPLSELVEF.... Result: 0 (no interaction). (4) The miRNA is hsa-miR-7108-3p with sequence ACCCGCCCGUCUCCCCACAG. The protein sequence of the target gene is MARGCLCCLKYMMFLFNLIFWLCGCGLLGVGIWLSVSQGNFATFSPSFPSLSAANLVIAIGTIVMVTGFLGCLGAIKENKCLLLSFFIVLLVILLAELILLILFFVYMDKVNENAKKDLKEGLLLYHTENNVGLKNAWNIIQAEMRCCGVTDYTDWYPVLGENTVPDRCCMENSQGCGRNATTPLWRTGCYEKVKMWFDDNKHVLGTVGMCILIMQILGMAFSMTLFQHIHRTGKKYDA. Result: 1 (interaction).